Dataset: Forward reaction prediction with 1.9M reactions from USPTO patents (1976-2016). Task: Predict the product of the given reaction. Given the reactants [CH:1]([N:4]1[C:30](=[O:31])[C:29]2[N:12]3[CH2:13][CH2:14][C:15]4[CH:16]=[C:17]([O:27][CH3:28])[C:18]([C:21]5[CH:22]=[N:23][CH:24]=[CH:25][CH:26]=5)=[CH:19][C:20]=4[C:11]3=[C:10]([C:32]3[S:33][CH:34]=[CH:35][CH:36]=3)[C:9]=2[CH2:8][NH:7][CH2:6][CH2:5]1)([CH3:3])[CH3:2].[CH3:37][C:38](OC(C)=O)=[O:39].O.[NH4+].[OH-], predict the reaction product. The product is: [C:38]([N:7]1[CH2:8][C:9]2[C:10]([C:32]3[S:33][CH:34]=[CH:35][CH:36]=3)=[C:11]3[C:20]4[CH:19]=[C:18]([C:21]5[CH:22]=[N:23][CH:24]=[CH:25][CH:26]=5)[C:17]([O:27][CH3:28])=[CH:16][C:15]=4[CH2:14][CH2:13][N:12]3[C:29]=2[C:30](=[O:31])[N:4]([CH:1]([CH3:3])[CH3:2])[CH2:5][CH2:6]1)(=[O:39])[CH3:37].